From a dataset of Catalyst prediction with 721,799 reactions and 888 catalyst types from USPTO. Predict which catalyst facilitates the given reaction. (1) Reactant: Br[C:2]1[CH:3]=[C:4]2[N:10]([C:11]3[C:20]4[C:15](=[CH:16][C:17]([F:21])=[CH:18][CH:19]=4)[N:14]=[C:13]([C:22]4[CH:27]=[CH:26][CH:25]=[CH:24][N:23]=4)[C:12]=3[CH:28]([CH3:30])[CH3:29])[CH2:9][C:8]([CH3:32])([CH3:31])[C:5]2=[N:6][CH:7]=1.CC(C)([O-])C.[Na+].[NH:39]1[CH2:44][CH2:43][O:42][CH2:41][CH2:40]1.CC(C1C=C(C(C)C)C(C2C=CC=CC=2P(C2CCCCC2)C2CCCCC2)=C(C(C)C)C=1)C. Product: [CH3:32][C:8]1([CH3:31])[C:5]2=[N:6][CH:7]=[C:2]([N:39]3[CH2:44][CH2:43][O:42][CH2:41][CH2:40]3)[CH:3]=[C:4]2[N:10]([C:11]2[C:20]3[C:15](=[CH:16][C:17]([F:21])=[CH:18][CH:19]=3)[N:14]=[C:13]([C:22]3[CH:27]=[CH:26][CH:25]=[CH:24][N:23]=3)[C:12]=2[CH:28]([CH3:29])[CH3:30])[CH2:9]1. The catalyst class is: 101. (2) Product: [NH3:5].[C:1](=[O:3])=[O:2].[C:1](=[O:2])([O-:4])[O-:3].[NH4+:5].[NH4+:5]. Reactant: [C:1](=[O:4])([O-:3])[O-:2].[NH4+:5].[NH4+]. The catalyst class is: 6. (3) Reactant: Br[C:2]1[CH:3]=[CH:4][C:5]([CH:32]=[O:33])=[C:6]([N:8]2[CH2:13][CH2:12][CH:11]([CH2:14][O:15][C:16]3[CH:21]=[C:20]([CH:22]([CH:29]4[CH2:31][CH2:30]4)[CH2:23][C:24]([O:26][CH2:27][CH3:28])=[O:25])[CH:19]=[CH:18][N:17]=3)[CH2:10][CH2:9]2)[CH:7]=1.[CH3:34][S:35]([O-:37])=[O:36].[Na+]. Product: [CH:29]1([CH:22]([C:20]2[CH:19]=[CH:18][N:17]=[C:16]([O:15][CH2:14][CH:11]3[CH2:12][CH2:13][N:8]([C:6]4[CH:7]=[C:2]([S:35]([CH3:34])(=[O:37])=[O:36])[CH:3]=[CH:4][C:5]=4[CH:32]=[O:33])[CH2:9][CH2:10]3)[CH:21]=2)[CH2:23][C:24]([O:26][CH2:27][CH3:28])=[O:25])[CH2:31][CH2:30]1. The catalyst class is: 156. (4) Reactant: [NH2:1][C:2]1[C:3]([C:10]([OH:12])=O)=[N:4][C:5]([Cl:9])=[C:6]([NH2:8])[N:7]=1.CN(C(ON1N=NC2C=CC=NC1=2)=[N+](C)C)C.F[P-](F)(F)(F)(F)F.CN1CCOCC1.[C:44]([O:48][C:49](=[O:69])[NH:50][C@H:51]([CH2:67][NH2:68])[CH2:52][CH2:53][CH2:54][CH2:55][NH:56][C:57]([O:59][CH2:60][C:61]1[CH:66]=[CH:65][CH:64]=[CH:63][CH:62]=1)=[O:58])([CH3:47])([CH3:46])[CH3:45]. The catalyst class is: 121. Product: [C:44]([O:48][C:49](=[O:69])[NH:50][C@H:51]([CH2:67][NH:68][C:10]([C:3]1[C:2]([NH2:1])=[N:7][C:6]([NH2:8])=[C:5]([Cl:9])[N:4]=1)=[O:12])[CH2:52][CH2:53][CH2:54][CH2:55][NH:56][C:57]([O:59][CH2:60][C:61]1[CH:62]=[CH:63][CH:64]=[CH:65][CH:66]=1)=[O:58])([CH3:47])([CH3:45])[CH3:46]. (5) Reactant: [Li+].[OH-].[F:3][C:4]1[CH:9]=[CH:8][C:7]([N:10]2[CH2:15][CH2:14][CH2:13][CH:12]([C:16]([O:18]CC)=[O:17])[C:11]2=[O:21])=[CH:6][CH:5]=1.Cl. Product: [F:3][C:4]1[CH:9]=[CH:8][C:7]([N:10]2[CH2:15][CH2:14][CH2:13][CH:12]([C:16]([OH:18])=[O:17])[C:11]2=[O:21])=[CH:6][CH:5]=1. The catalyst class is: 36.